This data is from Reaction yield outcomes from USPTO patents with 853,638 reactions. The task is: Predict the reaction yield, written as a fraction of the theoretical maximum amount of product (1.0 means a 100% yield; for example, 0.34 means a 34% yield). (1) The reactants are [C:1]([C:5]1[CH:9]=[C:8]([NH:10][C:11](=[O:19])OC2C=CC=CC=2)[N:7]([C:20]2[CH:25]=[CH:24][CH:23]=[CH:22][CH:21]=2)[N:6]=1)([CH3:4])([CH3:3])[CH3:2].[CH3:26][O:27][C:28]1[CH:29]=[C:30]2[C:35](=[CH:36][C:37]=1[O:38][CH3:39])[N:34]=[CH:33][N:32]=[C:31]2[O:40][C:41]1[C:42]([CH3:48])=[C:43]([CH:45]=[CH:46][CH:47]=1)[NH2:44]. No catalyst specified. The product is [C:1]([C:5]1[CH:9]=[C:8]([NH:10][C:11]([NH:44][C:43]2[CH:45]=[CH:46][CH:47]=[C:41]([O:40][C:31]3[C:30]4[C:35](=[CH:36][C:37]([O:38][CH3:39])=[C:28]([O:27][CH3:26])[CH:29]=4)[N:34]=[CH:33][N:32]=3)[C:42]=2[CH3:48])=[O:19])[N:7]([C:20]2[CH:21]=[CH:22][CH:23]=[CH:24][CH:25]=2)[N:6]=1)([CH3:2])([CH3:3])[CH3:4]. The yield is 0.640. (2) The reactants are Br[CH2:2][C:3]([C:5]1[C:10]([CH3:11])=[CH:9][C:8]([O:12][C:13]2[CH:18]=[N:17][CH:16]=[CH:15][N:14]=2)=[CH:7][C:6]=1[CH3:19])=O.[NH2:20][C:21]([NH2:23])=[S:22]. The catalyst is CCO. The product is [CH3:19][C:6]1[CH:7]=[C:8]([O:12][C:13]2[CH:18]=[N:17][CH:16]=[CH:15][N:14]=2)[CH:9]=[C:10]([CH3:11])[C:5]=1[C:3]1[N:20]=[C:21]([NH2:23])[S:22][CH:2]=1. The yield is 0.540. (3) The reactants are [O:1]=[C:2]1[NH:7][C:6](=[O:8])[CH:5]=[CH:4][N:3]1[C:9]1[CH:10]=[C:11]([C:32]2O[CH:34]=[CH:35][CH:36]=2)[C:12]([O:30][CH3:31])=[C:13]([C:15]2[CH:23]=[C:22]3[C:18]([C:19]([CH2:24][NH:25][S:26]([CH3:29])(=[O:28])=[O:27])=[CH:20][CH2:21]3)=[CH:17][CH:16]=2)[CH:14]=1.[S:37]1C=CC=C1B(O)O. No catalyst specified. The product is [O:1]=[C:2]1[NH:7][C:6](=[O:8])[CH:5]=[CH:4][N:3]1[C:9]1[CH:10]=[C:11]([C:32]2[S:37][CH:34]=[CH:35][CH:36]=2)[C:12]([O:30][CH3:31])=[C:13]([C:15]2[CH:23]=[C:22]3[C:18]([C:19]([CH2:24][NH:25][S:26]([CH3:29])(=[O:28])=[O:27])=[CH:20][CH2:21]3)=[CH:17][CH:16]=2)[CH:14]=1. The yield is 0.320. (4) The reactants are [I:1]Cl.[CH3:3][O:4][CH2:5][C:6]1[S:7][C:8]2[CH:14]=[C:13]([NH2:15])[CH:12]=[CH:11][C:9]=2[N:10]=1.C(=O)(O)[O-].[Na+]. The catalyst is O.Cl. The product is [I:1][C:14]1[C:8]2[S:7][C:6]([CH2:5][O:4][CH3:3])=[N:10][C:9]=2[CH:11]=[CH:12][C:13]=1[NH2:15]. The yield is 0.910. (5) The yield is 0.345. The product is [ClH:1].[O:42]1[C:46]2[CH:47]=[CH:48][C:49]([CH2:12][NH:13][CH:14]3[CH2:15][CH2:16][N:17]([CH2:20][C@H:21]4[N:31]5[C:32]6[N:23]([C:24](=[O:34])[CH:25]=[CH:26][C:27]=6[CH:28]=[CH:29][C:30]5=[O:33])[CH2:22]4)[CH2:18][CH2:19]3)=[CH:50][C:45]=2[CH2:44][CH2:43]1. The reactants are [ClH:1].Cl.S1C2C=CC([CH2:12][NH:13][CH:14]3[CH2:19][CH2:18][N:17]([CH2:20][C@H:21]4[N:31]5[C:32]6[N:23]([C:24](=[O:34])[CH:25]=[CH:26][C:27]=6[CH:28]=[CH:29][C:30]5=[O:33])[CH2:22]4)[CH2:16][CH2:15]3)=CC=2N=N1.C(N(CC)CC)C.[O:42]1[C:46]2[CH:47]=[CH:48][C:49](C=O)=[CH:50][C:45]=2[CH2:44][CH2:43]1.C(O[BH-](OC(=O)C)OC(=O)C)(=O)C.[Na+].C([O-])(O)=O.[Na+]. The catalyst is C(Cl)(Cl)Cl.CO. (6) The catalyst is CN(C)C=O. The reactants are Br[CH2:2][C:3]1[CH:8]=[CH:7][C:6]([C:9]#[N:10])=[CH:5][CH:4]=1.[C:11]1([C:17]2[CH:22]=[CH:21][C:20]([OH:23])=[CH:19][CH:18]=2)[CH:16]=[CH:15][CH:14]=[CH:13][CH:12]=1.C(=O)([O-])[O-].[K+].[K+].O. The product is [C:17]1([C:11]2[CH:16]=[CH:15][CH:14]=[CH:13][CH:12]=2)[CH:18]=[CH:19][C:20]([O:23][CH2:2][C:3]2[CH:8]=[CH:7][C:6]([C:9]#[N:10])=[CH:5][CH:4]=2)=[CH:21][CH:22]=1. The yield is 0.970. (7) The reactants are [NH2:1][C:2]1[CH:7]=[C:6]([Cl:8])[CH:5]=[CH:4][C:3]=1[SH:9].Cl[CH2:11][C:12]1[N:17]=[CH:16][CH:15]=[CH:14][N:13]=1.C([O-])([O-])=O.[K+].[K+]. The yield is 0.390. The product is [Cl:8][C:6]1[CH:5]=[CH:4][C:3]([S:9][CH2:11][C:12]2[N:17]=[CH:16][CH:15]=[CH:14][N:13]=2)=[C:2]([CH:7]=1)[NH2:1]. The catalyst is CN(C=O)C.